Dataset: M1 muscarinic receptor antagonist screen with 61,756 compounds. Task: Binary Classification. Given a drug SMILES string, predict its activity (active/inactive) in a high-throughput screening assay against a specified biological target. (1) The drug is s1c(C(=O)N2CCCC2)c(n2cccc2)cc1. The result is 0 (inactive). (2) The compound is O=C(Nc1c(cccc1)C)CCN1CCCCCC1. The result is 0 (inactive). (3) The result is 0 (inactive). The compound is Clc1ccc(c2nn(S(=O)(=O)c3ccc(cc3)C)c(NCc3occc3)n2)cc1. (4) The compound is S(c1n(c2c(n(c(=O)n(c2=O)C)C)n1)CC)CC(=O)N. The result is 0 (inactive). (5) The compound is o1c2c3c4N(CCC3)CCCc4cc2c(C(C)C)cc1=O. The result is 0 (inactive). (6) The compound is S(=O)(=O)(N1CCN(CC1)C(OCC)=O)c1ccc(OCC(OC)=O)cc1. The result is 0 (inactive).